This data is from Full USPTO retrosynthesis dataset with 1.9M reactions from patents (1976-2016). The task is: Predict the reactants needed to synthesize the given product. (1) Given the product [Cl:1][C:2]1[CH:3]=[CH:4][C:5]([C:8]2[CH:13]=[CH:12][C:11]([O:14][CH2:25][C:22]3[S:23][CH:24]=[C:20]([C:18]([OH:19])=[O:17])[N:21]=3)=[CH:10][CH:9]=2)=[CH:6][CH:7]=1, predict the reactants needed to synthesize it. The reactants are: [Cl:1][C:2]1[CH:7]=[CH:6][C:5]([C:8]2[CH:13]=[CH:12][C:11]([OH:14])=[CH:10][CH:9]=2)=[CH:4][CH:3]=1.C([O:17][C:18]([C:20]1[N:21]=[C:22]([CH2:25]Br)[S:23][CH:24]=1)=[O:19])C. (2) Given the product [Cl:18][C:19]1[CH:27]=[C:26]([Cl:28])[CH:25]=[CH:24][C:20]=1[C:21]([NH:6][CH:5]([C:7]1[N:11]([CH3:12])[C:10]([S:13][CH2:14][CH:15]2[CH2:17][CH2:16]2)=[N:9][N:8]=1)[CH2:4][CH:1]1[CH2:2][CH2:3]1)=[O:22], predict the reactants needed to synthesize it. The reactants are: [CH:1]1([CH2:4][CH:5]([C:7]2[N:11]([CH3:12])[C:10]([S:13][CH2:14][CH:15]3[CH2:17][CH2:16]3)=[N:9][N:8]=2)[NH2:6])[CH2:3][CH2:2]1.[Cl:18][C:19]1[CH:27]=[C:26]([Cl:28])[CH:25]=[CH:24][C:20]=1[C:21](Cl)=[O:22].C(N(CC)CC)C. (3) Given the product [CH3:22][O:23][C:24](=[O:31])[CH2:25][CH2:26][C:27]1[N:30]=[C:1]([C:2]2[CH:3]=[CH:4][CH:5]=[CH:6][CH:7]=2)[O:9][N:28]=1, predict the reactants needed to synthesize it. The reactants are: [C:1]([OH:9])(=O)[C:2]1[CH:7]=[CH:6][CH:5]=[CH:4][CH:3]=1.C(N1C=CN=C1)(N1C=CN=C1)=O.[CH3:22][O:23][C:24](=[O:31])[CH2:25][CH2:26][C:27](=[NH:30])[NH:28]O. (4) Given the product [CH2:32]([O:31][C:29](=[O:30])[N:18]([C@@H:16]1[C@@H:15]([C:20]2[CH:25]=[CH:24][C:23]([Cl:26])=[C:22]([Cl:27])[CH:21]=2)[CH2:14][N:13]([C:11]([CH:8]2[CH2:9][CH2:10][N:5]([CH2:4][CH:1]3[CH2:3][CH2:2]3)[CH2:6][CH2:7]2)=[O:12])[CH2:17]1)[CH3:19])[CH2:33][CH2:34][CH3:35], predict the reactants needed to synthesize it. The reactants are: [CH:1]1([CH2:4][N:5]2[CH2:10][CH2:9][CH:8]([C:11]([N:13]3[CH2:17][C@H:16]([NH:18][CH3:19])[C@@H:15]([C:20]4[CH:25]=[CH:24][C:23]([Cl:26])=[C:22]([Cl:27])[CH:21]=4)[CH2:14]3)=[O:12])[CH2:7][CH2:6]2)[CH2:3][CH2:2]1.Cl[C:29]([O:31][CH2:32][CH2:33][CH2:34][CH3:35])=[O:30]. (5) Given the product [Cl:1][C:2]1[CH:3]=[C:4]([CH:8]=[CH:9][C:10]=1[O:11][CH2:21][O:22][CH3:23])[C:5]([OH:7])=[O:6], predict the reactants needed to synthesize it. The reactants are: [Cl:1][C:2]1[CH:3]=[C:4]([CH:8]=[CH:9][C:10]=1[OH:11])[C:5]([OH:7])=[O:6].C(N(C(C)C)CC)(C)C.[CH3:21][O:22][CH2:23]Cl.[OH-].[K+]. (6) Given the product [F:1][C:2]1[CH:7]=[CH:6][C:5]([CH2:8][C:9]2[C:18]3[C:13](=[CH:14][CH:15]=[CH:16][CH:17]=3)[C:12](=[O:19])[NH:11][N:10]=2)=[CH:4][C:3]=1[N:20]1[C:24](=[O:25])[CH:23]([CH3:26])[N:22]([CH2:27][CH2:28][O:29][S:39]([CH3:38])(=[O:41])=[O:40])[C:21]1=[O:30], predict the reactants needed to synthesize it. The reactants are: [F:1][C:2]1[CH:7]=[CH:6][C:5]([CH2:8][C:9]2[C:18]3[C:13](=[CH:14][CH:15]=[CH:16][CH:17]=3)[C:12](=[O:19])[NH:11][N:10]=2)=[CH:4][C:3]=1[N:20]1[C:24](=[O:25])[CH:23]([CH3:26])[N:22]([CH2:27][CH2:28][OH:29])[C:21]1=[O:30].C(N(CC)CC)C.[CH3:38][S:39](Cl)(=[O:41])=[O:40]. (7) Given the product [CH3:1][O:2][C:3](=[O:13])[CH:4]([C:5]1[CH:10]=[CH:9][C:8]([O:11][CH3:12])=[CH:7][CH:6]=1)[CH:15]([C:16]1[CH:21]=[C:20]([CH3:22])[CH:19]=[C:18]([O:23][CH3:24])[CH:17]=1)[C:25]1[CH:26]=[CH:27][CH:28]=[CH:29][CH:30]=1, predict the reactants needed to synthesize it. The reactants are: [CH3:1][O:2][C:3](=[O:13])[CH2:4][C:5]1[CH:10]=[CH:9][C:8]([O:11][CH3:12])=[CH:7][CH:6]=1.Br[CH:15]([C:25]1[CH:30]=[CH:29][CH:28]=[CH:27][CH:26]=1)[C:16]1[CH:21]=[C:20]([CH3:22])[CH:19]=[C:18]([O:23][CH3:24])[CH:17]=1.Cl.ClCCl.